The task is: Predict the reactants needed to synthesize the given product.. This data is from Full USPTO retrosynthesis dataset with 1.9M reactions from patents (1976-2016). (1) Given the product [CH3:38][N:37]1[C:8]2[C:3](=[CH:4][C:5]([C:11]3[N:12]=[C:13]4[CH:21]=[CH:20][C:19]([C:22]5[CH2:27][CH2:26][N:25]([C:28]([O:30][C:31]([CH3:32])([CH3:33])[CH3:34])=[O:29])[CH2:24][CH:23]=5)=[CH:18][N:14]4[C:15](=[O:17])[CH:16]=3)=[CH:6][CH:7]=2)[CH:35]=[N:36]1, predict the reactants needed to synthesize it. The reactants are: CO[C:3]1[CH:4]=[C:5]([C:11]2[N:12]=[C:13]3[CH:21]=[CH:20][C:19]([C:22]4[CH2:27][CH2:26][N:25]([C:28]([O:30][C:31]([CH3:34])([CH3:33])[CH3:32])=[O:29])[CH2:24][CH:23]=4)=[CH:18][N:14]3[C:15](=[O:17])[CH:16]=2)[CH:6]=[CH:7][C:8]=1OC.[CH3:35][N:36]1C2C(=CC(B3OC(C)(C)C(C)(C)O3)=CC=2)[CH:38]=[N:37]1.C(=O)([O-])[O-].[K+].[K+]. (2) Given the product [Cl:1][C:2]1[CH:3]=[C:4]([C@H:8]2[CH2:9][CH2:10][C:11](=[O:21])[N:12]([C@@H:25]([CH2:31][CH3:32])[C:26]([O:28][CH2:29][CH3:30])=[O:27])[C@@H:13]2[C:14]2[CH:15]=[CH:16][C:17]([Cl:20])=[CH:18][CH:19]=2)[CH:5]=[CH:6][CH:7]=1, predict the reactants needed to synthesize it. The reactants are: [Cl:1][C:2]1[CH:3]=[C:4]([C@@H:8]2[C@@H:13]([C:14]3[CH:19]=[CH:18][C:17]([Cl:20])=[CH:16][CH:15]=3)[NH:12][C:11](=[O:21])[CH2:10][CH2:9]2)[CH:5]=[CH:6][CH:7]=1.[H-].[Na+].Br[CH:25]([CH2:31][CH3:32])[C:26]([O:28][CH2:29][CH3:30])=[O:27].[NH4+].[Cl-]. (3) Given the product [Cl:8][C:6]1[CH:7]=[CH:2][C:3]([O:36][CH3:30])=[C:4]([C:9]2[N:13]3[C:14]4[N:22]=[C:21]([O:23][CH3:24])[CH:20]=[CH:19][C:15]=4[N:16]=[C:17]([CH3:18])[C:12]3=[C:11]([CH3:25])[N:10]=2)[CH:5]=1, predict the reactants needed to synthesize it. The reactants are: Cl[C:2]1[CH:3]=[C:4]([C:9]2[N:13]3[C:14]4[N:22]=[C:21]([O:23][CH3:24])[CH:20]=[CH:19][C:15]=4[N:16]=[C:17]([CH3:18])[C:12]3=[C:11]([CH3:25])[N:10]=2)[CH:5]=[C:6]([Cl:8])[CH:7]=1.ClC1C=C[C:30]([O:36]C)=C(B(O)O)C=1.C([O-])([O-])=O.[K+].[K+].